From a dataset of Catalyst prediction with 721,799 reactions and 888 catalyst types from USPTO. Predict which catalyst facilitates the given reaction. (1) Reactant: C[O:2][C:3]([C@@:5]1([C:19]2[CH:24]=[CH:23][CH:22]=[C:21]([F:25])[C:20]=2[CH3:26])[CH2:9][CH2:8][C:7]([C:10]2[CH:11]=[N:12][C:13]([O:17][CH3:18])=[C:14]([F:16])[CH:15]=2)=[CH:6]1)=[O:4].C([O-])=O.[NH4+].[OH-].[Na+]. Product: [F:25][C:21]1[C:20]([CH3:26])=[C:19]([C@:5]2([C:3]([OH:4])=[O:2])[CH2:9][CH2:8][CH:7]([C:10]3[CH:11]=[N:12][C:13]([O:17][CH3:18])=[C:14]([F:16])[CH:15]=3)[CH2:6]2)[CH:24]=[CH:23][CH:22]=1. The catalyst class is: 43. (2) The catalyst class is: 3. Product: [NH2:1][C:2]1[C:3]([C:17]([NH2:19])=[O:18])=[N:4][C:5]([C:9]2[CH:14]=[CH:13][C:12](=[O:15])[N:11]([CH3:16])[CH:10]=2)=[C:6]([Cl:22])[N:7]=1. Reactant: [NH2:1][C:2]1[C:3]([C:17]([NH2:19])=[O:18])=[N:4][C:5]([C:9]2[CH:14]=[CH:13][C:12](=[O:15])[N:11]([CH3:16])[CH:10]=2)=[CH:6][N+:7]=1[O-].P(Cl)(Cl)([Cl:22])=O.O.[OH-].[Na+]. (3) Reactant: [CH:1]1([C:8]#[N:9])[CH2:7][CH2:6][CH2:5][CH2:4][CH2:3][CH2:2]1.[CH:10]([N-]C(C)C)(C)C.[Li+].CI. Product: [CH3:10][C:1]1([C:8]#[N:9])[CH2:7][CH2:6][CH2:5][CH2:4][CH2:3][CH2:2]1. The catalyst class is: 7. (4) Reactant: Cl[C:2]1[C:11]2[C:6](=[CH:7][C:8]([F:12])=[CH:9][CH:10]=2)[N:5]=[C:4]([C:13]2[CH:18]=[C:17]([N+:19]([O-:21])=[O:20])[CH:16]=[CH:15][C:14]=2[F:22])[C:3]=1[CH3:23].[O:24]1[CH2:29][CH2:28][N:27]([C:30]2[CH:31]=[C:32]([NH2:36])[CH:33]=[N:34][CH:35]=2)[CH2:26][CH2:25]1. Product: [F:12][C:8]1[CH:7]=[C:6]2[C:11]([C:2]([NH:36][C:32]3[CH:33]=[N:34][CH:35]=[C:30]([N:27]4[CH2:28][CH2:29][O:24][CH2:25][CH2:26]4)[CH:31]=3)=[C:3]([CH3:23])[C:4]([C:13]3[CH:18]=[C:17]([N+:19]([O-:21])=[O:20])[CH:16]=[CH:15][C:14]=3[F:22])=[N:5]2)=[CH:10][CH:9]=1. The catalyst class is: 11.